Dataset: Full USPTO retrosynthesis dataset with 1.9M reactions from patents (1976-2016). Task: Predict the reactants needed to synthesize the given product. (1) Given the product [CH3:14][S:11]([NH:10][C:7]1[CH:6]=[CH:5][C:4]([C:1](=[O:3])/[CH:2]=[CH:15]/[C:17]2[C:29]([O:30][CH3:31])=[CH:28][C:20]([O:21][C:22]([CH3:27])([CH3:26])[C:23]([OH:25])=[O:24])=[C:19]([C:32]3[S:33][CH:34]=[CH:35][CH:36]=3)[CH:18]=2)=[CH:9][CH:8]=1)(=[O:12])=[O:13], predict the reactants needed to synthesize it. The reactants are: [C:1]([C:4]1[CH:9]=[CH:8][C:7]([NH:10][S:11]([CH3:14])(=[O:13])=[O:12])=[CH:6][CH:5]=1)(=[O:3])[CH3:2].[CH:15]([C:17]1[C:29]([O:30][CH3:31])=[CH:28][C:20]([O:21][C:22]([CH3:27])([CH3:26])[C:23]([OH:25])=[O:24])=[C:19]([C:32]2[S:33][CH:34]=[CH:35][CH:36]=2)[CH:18]=1)=O.C[O-].[Li+]. (2) Given the product [F:1][C:2]1[CH:7]=[CH:6][CH:5]=[C:4]([F:8])[C:3]=1[C:9]1[N:10]=[N:11][C:12]2[C@:13]3([CH2:22][C:23]4[N:25]=[CH:51][O:50][N:37]=4)[C:19]([CH3:20])([CH3:21])[C@H:16]([C:17]=2[CH:18]=1)[CH2:15][CH2:14]3, predict the reactants needed to synthesize it. The reactants are: [F:1][C:2]1[CH:7]=[CH:6][CH:5]=[C:4]([F:8])[C:3]=1[C:9]1[N:10]=[N:11][C:12]2[C@:13]3([CH2:22][C:23](=[NH:25])C)[C:19]([CH3:21])([CH3:20])[C@H:16]([C:17]=2[CH:18]=1)[CH2:15][CH2:14]3.C1(C)C=CC(S([O-])(=O)=O)=CC=1.[NH+:37]1C=CC=CC=1.C([O:50][CH2:51]C)(OCC)OCC. (3) Given the product [CH2:8]([C@H:15]1[CH2:19][N:18]([C:5](=[O:7])[CH2:4][C:2]#[N:3])[C@H:17]([C:20]([NH:22][C:23]2[CH:28]=[CH:27][C:26]([O:29][C:30]3[CH:31]=[CH:32][C:33]([F:36])=[CH:34][CH:35]=3)=[CH:25][CH:24]=2)=[O:21])[CH2:16]1)[C:9]1[CH:10]=[CH:11][CH:12]=[CH:13][CH:14]=1, predict the reactants needed to synthesize it. The reactants are: Cl.[C:2]([CH2:4][C:5]([OH:7])=O)#[N:3].[CH2:8]([C@H:15]1[CH2:19][NH:18][C@H:17]([C:20]([NH:22][C:23]2[CH:28]=[CH:27][C:26]([O:29][C:30]3[CH:35]=[CH:34][C:33]([F:36])=[CH:32][CH:31]=3)=[CH:25][CH:24]=2)=[O:21])[CH2:16]1)[C:9]1[CH:14]=[CH:13][CH:12]=[CH:11][CH:10]=1. (4) Given the product [F:1][C:2]1[CH:3]=[C:4]([NH:10][C:11]2[C:16]([C:17]3[N:22]=[C:21]([CH3:23])[N:20]=[C:19]([NH2:24])[N:18]=3)=[CH:15][C:14]([CH:43]([C:45]3[CH:50]=[CH:49][C:48]([S:51]([CH3:54])(=[O:52])=[O:53])=[CH:47][CH:46]=3)[CH3:44])=[CH:13][N:12]=2)[CH:5]=[N:6][C:7]=1[O:8][CH3:9], predict the reactants needed to synthesize it. The reactants are: [F:1][C:2]1[CH:3]=[C:4]([NH:10][C:11]2[C:16]([C:17]3[N:22]=[C:21]([CH3:23])[N:20]=[C:19]([N:24](CC4C=CC(OC)=CC=4)CC4C=CC(OC)=CC=4)[N:18]=3)=[CH:15][C:14]([CH:43]([C:45]3[CH:50]=[CH:49][C:48]([S:51]([CH3:54])(=[O:53])=[O:52])=[CH:47][CH:46]=3)[CH3:44])=[CH:13][N:12]=2)[CH:5]=[N:6][C:7]=1[O:8][CH3:9]. (5) Given the product [C:1]([C:3]1[N:4]=[C:5]([C:8]([NH:10][C:11]2[CH:12]=[CH:13][C:14]([CH:25]3[CH2:30][C:29]([CH3:31])([CH3:32])[O:28][C:27]([CH3:40])([C:33]([OH:35])=[O:34])[CH2:26]3)=[N:15][C:16]=2[C:17]2[CH2:22][CH2:21][C:20]([CH3:23])([CH3:24])[CH2:19][CH:18]=2)=[O:9])[NH:6][CH:7]=1)#[N:2], predict the reactants needed to synthesize it. The reactants are: [C:1]([C:3]1[N:4]=[C:5]([C:8]([NH:10][C:11]2[CH:12]=[CH:13][C:14]([CH:25]3[CH2:30][C:29]([CH3:32])([CH3:31])[O:28][C:27]([CH3:40])([C:33]([O:35]CCCC)=[O:34])[CH2:26]3)=[N:15][C:16]=2[C:17]2[CH2:22][CH2:21][C:20]([CH3:24])([CH3:23])[CH2:19][CH:18]=2)=[O:9])[NH:6][CH:7]=1)#[N:2].[OH-].[Li+].Cl. (6) Given the product [CH2:20]1[CH2:15][O:14][CH2:18][CH2:19]1.[CH3:13][OH:14].[NH4+:2].[OH-:22], predict the reactants needed to synthesize it. The reactants are: C[NH:2]CC/C=C1\C2C([CH2:13][O:14][C:15]3[C:20]\1=[CH:19][CH:18]=CC=3)=CC=CC=2.P([O-])([O-])([O-])=[O:22].[Na+].[Na+].[Na+].